From a dataset of Reaction yield outcomes from USPTO patents with 853,638 reactions. Predict the reaction yield, written as a fraction of the theoretical maximum amount of product (1.0 means a 100% yield; for example, 0.34 means a 34% yield). The yield is 0.956. The reactants are [CH3:1][O:2][C:3]1[CH:28]=[CH:27][C:6]([CH2:7][N:8]2[C:12]3=[N:13][CH:14]=[CH:15][C:16]([O:17][C:18]4[CH:23]=[CH:22][C:21]([NH2:24])=[CH:20][C:19]=4[F:25])=[C:11]3[C:10]([I:26])=[N:9]2)=[CH:5][CH:4]=1.[CH3:29][N:30]1[CH2:34][CH2:33][CH:32]([C:35](O)=[O:36])[C:31]1=[O:38].Cl.C(N=C=NCCCN(C)C)C.N1(O)C2C=CC=CC=2N=N1.C(N(C(C)C)C(C)C)C. The product is [F:25][C:19]1[CH:20]=[C:21]([NH:24][C:35]([CH:32]2[CH2:33][CH2:34][N:30]([CH3:29])[C:31]2=[O:38])=[O:36])[CH:22]=[CH:23][C:18]=1[O:17][C:16]1[CH:15]=[CH:14][N:13]=[C:12]2[N:8]([CH2:7][C:6]3[CH:5]=[CH:4][C:3]([O:2][CH3:1])=[CH:28][CH:27]=3)[N:9]=[C:10]([I:26])[C:11]=12. The catalyst is C1COCC1.